From a dataset of Reaction yield outcomes from USPTO patents with 853,638 reactions. Predict the reaction yield, written as a fraction of the theoretical maximum amount of product (1.0 means a 100% yield; for example, 0.34 means a 34% yield). (1) The reactants are [CH3:1][O:2][C:3]1[C:10]([O:11][CH3:12])=[CH:9][CH:8]=[CH:7][C:4]=1[CH2:5]Br.[H-].[Na+].[CH2:15]([CH:18]([C:21]#[N:22])[C:19]#[N:20])[CH:16]=[CH2:17].Cl. The catalyst is CN(C)C=O. The product is [CH2:15]([C:18]([CH2:5][C:4]1[CH:7]=[CH:8][CH:9]=[C:10]([O:11][CH3:12])[C:3]=1[O:2][CH3:1])([C:21]#[N:22])[C:19]#[N:20])[CH:16]=[CH2:17]. The yield is 0.460. (2) The reactants are [F:1][C:2]1[CH:3]=[C:4]([CH:14]=[CH:15][C:16]=1[CH:17]([NH:21][C:22]1[CH:23]=[N:24][C:25]([N:28]2[CH:32]=[C:31]([C:33]([F:36])([F:35])[F:34])[CH:30]=[N:29]2)=[CH:26][CH:27]=1)[CH2:18][CH2:19][CH3:20])[C:5]([NH:7][CH2:8][CH2:9][C:10]([O:12]C)=[O:11])=[O:6].[OH-].[Li+].Cl. The catalyst is O1CCCC1. The product is [F:1][C:2]1[CH:3]=[C:4]([CH:14]=[CH:15][C:16]=1[CH:17]([NH:21][C:22]1[CH:23]=[N:24][C:25]([N:28]2[CH:32]=[C:31]([C:33]([F:35])([F:34])[F:36])[CH:30]=[N:29]2)=[CH:26][CH:27]=1)[CH2:18][CH2:19][CH3:20])[C:5]([NH:7][CH2:8][CH2:9][C:10]([OH:12])=[O:11])=[O:6]. The yield is 0.590. (3) The reactants are [CH2:1]([N:4]=[CH:5][C:6]1[CH:11]=[CH:10][C:9]([Br:12])=[CH:8][CH:7]=1)[CH:2]=[CH2:3].[CH2:13]([Mg]Br)[CH:14]=[CH2:15]. The catalyst is C1COCC1. The product is [CH2:1]([NH:4][CH:5]([C:6]1[CH:7]=[CH:8][C:9]([Br:12])=[CH:10][CH:11]=1)[CH2:15][CH:14]=[CH2:13])[CH:2]=[CH2:3]. The yield is 0.750. (4) The reactants are [CH3:1][O:2][C:3](=[O:28])[C:4]1[C:9]([CH:10]=CC2C=CC=CC=2)=[CH:8][C:7]([F:18])=[C:6]([F:19])[C:5]=1[NH:20][C:21]1[CH:26]=[CH:25][CH:24]=[CH:23][C:22]=1[Cl:27].CC([OH:33])(C)C.C[N+]1([O-])CCOCC1.I([O-])(=O)(=O)=O.[Na+]. The catalyst is C1COCC1.O.C(OCC)(=O)C.O. The product is [CH3:1][O:2][C:3](=[O:28])[C:4]1[C:9]([CH:10]=[O:33])=[CH:8][C:7]([F:18])=[C:6]([F:19])[C:5]=1[NH:20][C:21]1[CH:26]=[CH:25][CH:24]=[CH:23][C:22]=1[Cl:27]. The yield is 0.420. (5) The reactants are [CH3:1][C:2]1[CH:11]=[CH:10][C:9]([N:12]2[CH2:17][CH2:16][N:15]([CH3:18])[CH2:14][CH2:13]2)=[C:8]2[C:3]=1[CH2:4][CH2:5][C@@H:6]([NH:19][C:20](=[O:33])[C:21]1[CH:26]=[CH:25][C:24]([N:27]3[CH2:32][CH2:31][O:30][CH2:29][CH2:28]3)=[CH:23][CH:22]=1)[CH2:7]2.[CH2:34]([C:40]([OH:42])=[O:41])[C@H:35]([OH:39])[C:36]([OH:38])=[O:37]. The catalyst is O1CCCC1. The product is [C:36]([OH:38])(=[O:37])[C@H:35]([CH2:34][C:40]([OH:42])=[O:41])[OH:39].[CH3:1][C:2]1[CH:11]=[CH:10][C:9]([N:12]2[CH2:17][CH2:16][N:15]([CH3:18])[CH2:14][CH2:13]2)=[C:8]2[C:3]=1[CH2:4][CH2:5][C@@H:6]([NH:19][C:20](=[O:33])[C:21]1[CH:26]=[CH:25][C:24]([N:27]3[CH2:32][CH2:31][O:30][CH2:29][CH2:28]3)=[CH:23][CH:22]=1)[CH2:7]2. The yield is 0.770. (6) The reactants are I[C:2]1[CH:7]=[CH:6][C:5]([C:8]2[CH:13]=[CH:12][CH:11]=[CH:10][CH:9]=2)=[CH:4][CH:3]=1.[CH2:14]([OH:18])[CH2:15][C:16]#[CH:17]. The catalyst is CCN(CC)CC.C(Cl)Cl.C1C=CC([P]([Pd]([P](C2C=CC=CC=2)(C2C=CC=CC=2)C2C=CC=CC=2)([P](C2C=CC=CC=2)(C2C=CC=CC=2)C2C=CC=CC=2)[P](C2C=CC=CC=2)(C2C=CC=CC=2)C2C=CC=CC=2)(C2C=CC=CC=2)C2C=CC=CC=2)=CC=1.[Cu]I. The product is [C:5]1([C:8]2[CH:13]=[CH:12][CH:11]=[CH:10][CH:9]=2)[CH:6]=[CH:7][C:2]([C:17]#[C:16][CH2:15][CH2:14][OH:18])=[CH:3][CH:4]=1. The yield is 0.850.